This data is from Forward reaction prediction with 1.9M reactions from USPTO patents (1976-2016). The task is: Predict the product of the given reaction. (1) The product is: [C:31]([C:2]1[C:11]([O:12][C@H:13]2[CH2:18][CH2:17][C@@H:16]([C:19]([F:22])([F:21])[F:20])[CH2:15][CH2:14]2)=[CH:10][CH:9]=[C:8]2[C:3]=1[CH:4]=[CH:5][C:6]([C:23]([O:25][CH3:26])=[O:24])=[CH:7]2)#[N:33]. Given the reactants I[C:2]1[C:11]([O:12][C@H:13]2[CH2:18][CH2:17][C@@H:16]([C:19]([F:22])([F:21])[F:20])[CH2:15][CH2:14]2)=[CH:10][CH:9]=[C:8]2[C:3]=1[CH:4]=[CH:5][C:6]([C:23]([O:25][CH3:26])=[O:24])=[CH:7]2.C(Cl)Cl.C[C:31]([N:33](C)C)=O, predict the reaction product. (2) Given the reactants [C:1]1([OH:7])[CH:6]=[CH:5][CH:4]=[CH:3][CH:2]=1.[C:8](=[O:10])=[O:9].C(O)(=O)C1C=CC=CC=1, predict the reaction product. The product is: [OH:7][C:1]1[CH:6]=[CH:5][CH:4]=[CH:3][C:2]=1[C:8]([OH:10])=[O:9]. (3) Given the reactants [Na+].[Cl-].[CH:3]([CH:5]([CH2:11][C:12]1C=CC2OCOC=2C=1)[C:6]([O:8][CH2:9][CH3:10])=[O:7])=[O:4].[CH:21]1C=[N+]([C@@H]2O[C@H](COP(OP(OC[C@H]3O[C@@H](N4C5N=CN=C(N)C=5N=C4)[C@H](OP(O)(O)=O)[C@@H]3O)(O)=O)(O)=O)[C@@H](O)[C@H]2O)C=C(C(N)=O)C=1.O=[CH:70][C@@H:71]([C@H:73]([C@@H:75]([C@@H:77]([CH2:79]O)[OH:78])[OH:76])O)O, predict the reaction product. The product is: [OH:4][CH2:3][C@H:5]([CH2:11][CH2:12][C:71]1[CH:70]=[CH:79][C:77]2[O:78][CH2:21][O:76][C:75]=2[CH:73]=1)[C:6]([O:8][CH2:9][CH3:10])=[O:7]. (4) Given the reactants ClC1N=NC(NS(CC2C=C(C#N)C=CC=2Cl)(=O)=O)=C(O)C=1.[Cl:23][C:24]1[N:29]=[N:28][C:27]([NH:30][S:31]([CH2:34][C:35]2[CH:40]=[C:39]([F:41])[CH:38]=[C:37]([C:42]#[N:43])[CH:36]=2)(=[O:33])=[O:32])=[C:26]([O:44]C)[CH:25]=1.ClC1N=NC(NS(CC2C=C(C#N)C=CC=2Cl)(=O)=O)=C(OC)C=1, predict the reaction product. The product is: [Cl:23][C:24]1[N:29]=[N:28][C:27]([NH:30][S:31]([CH2:34][C:35]2[CH:40]=[C:39]([F:41])[CH:38]=[C:37]([C:42]#[N:43])[CH:36]=2)(=[O:33])=[O:32])=[C:26]([OH:44])[CH:25]=1. (5) Given the reactants C([N:8]1[CH2:12][CH2:11][C:10]([C:26]2[CH:31]=[CH:30][C:29]([C:32]([F:41])([C:37]([F:40])([F:39])[F:38])[C:33]([F:36])([F:35])[F:34])=[CH:28][CH:27]=2)([S:13]([C:16]2[CH:21]=[CH:20][CH:19]=[C:18]([C:22]([F:25])([F:24])[F:23])[CH:17]=2)(=[O:15])=[O:14])[CH2:9]1)C1C=CC=CC=1.Cl, predict the reaction product. The product is: [F:36][C:33]([F:34])([F:35])[C:32]([F:41])([C:29]1[CH:28]=[CH:27][C:26]([C:10]2([S:13]([C:16]3[CH:21]=[CH:20][CH:19]=[C:18]([C:22]([F:23])([F:24])[F:25])[CH:17]=3)(=[O:15])=[O:14])[CH2:11][CH2:12][NH:8][CH2:9]2)=[CH:31][CH:30]=1)[C:37]([F:40])([F:39])[F:38]. (6) The product is: [I:19][CH2:2][C:3]1[N:4]=[C:5]([C:9]2[CH:18]=[CH:17][C:16]3[C:11](=[CH:12][CH:13]=[CH:14][CH:15]=3)[CH:10]=2)[O:6][C:7]=1[CH3:8]. Given the reactants Cl[CH2:2][C:3]1[N:4]=[C:5]([C:9]2[CH:18]=[CH:17][C:16]3[C:11](=[CH:12][CH:13]=[CH:14][CH:15]=3)[CH:10]=2)[O:6][C:7]=1[CH3:8].[I-:19].[Na+].C(OC)(C)(C)C, predict the reaction product. (7) The product is: [CH2:24]([C:21]1[CH:22]=[N:23][C:18]([N:15]2[CH2:16][CH2:17][CH:12]([N:9]3[CH2:10][CH2:11][C@H:7]([O:6][C:5]4[C:4]([F:30])=[CH:3][C:2]([C:31]#[N:32])=[C:28]([CH3:29])[CH:27]=4)[C:8]3=[O:26])[CH2:13][CH2:14]2)=[N:19][CH:20]=1)[CH3:25]. Given the reactants Br[C:2]1[C:28]([CH3:29])=[CH:27][C:5]([O:6][C@H:7]2[CH2:11][CH2:10][N:9]([CH:12]3[CH2:17][CH2:16][N:15]([C:18]4[N:23]=[CH:22][C:21]([CH2:24][CH3:25])=[CH:20][N:19]=4)[CH2:14][CH2:13]3)[C:8]2=[O:26])=[C:4]([F:30])[CH:3]=1.[C:31]([Cu])#[N:32], predict the reaction product. (8) Given the reactants [Br:1][C:2]1[N:3]=[C:4]([CH2:7][OH:8])[S:5][CH:6]=1.N1C=CN=C1.[C:14]([Si:18]([CH3:21])([CH3:20])Cl)([CH3:17])([CH3:16])[CH3:15].Cl, predict the reaction product. The product is: [Br:1][C:2]1[N:3]=[C:4]([CH2:7][O:8][Si:18]([C:14]([CH3:17])([CH3:16])[CH3:15])([CH3:21])[CH3:20])[S:5][CH:6]=1. (9) Given the reactants [Br:1][C:2]1[CH:7]=[C:6]([C:8](=O)[CH2:9][C:10]([C:19]2[CH:24]=[C:23]([Cl:25])[CH:22]=[C:21]([Cl:26])[CH:20]=2)([CH2:15][N+:16]([O-])=O)[C:11]([F:14])([F:13])[F:12])[CH:5]=[CH:4][C:3]=1[CH2:28][N:29]1[C:33](=[O:34])[C:32]2=[CH:35][CH:36]=[CH:37][CH:38]=[C:31]2[C:30]1=[O:39].C([O-])=O.[NH4+].C(OCC)(=O)C.O, predict the reaction product. The product is: [Br:1][C:2]1[CH:7]=[C:6]([C:8]2[CH2:9][C:10]([C:19]3[CH:24]=[C:23]([Cl:25])[CH:22]=[C:21]([Cl:26])[CH:20]=3)([C:11]([F:13])([F:12])[F:14])[CH2:15][N:16]=2)[CH:5]=[CH:4][C:3]=1[CH2:28][N:29]1[C:30](=[O:39])[C:31]2=[CH:38][CH:37]=[CH:36][CH:35]=[C:32]2[C:33]1=[O:34]. (10) Given the reactants CC1C(N=C=O)=CC([N:8]=C=O)=CC=1.C([O-])(=O)C.C([O-])(=O)C.C([Sn+2]CCCC)CCC.COC1C=CC(O)=CC=1.[C:40]([O:44][CH2:45][CH2:46]O)(=[O:43])[CH:41]=[CH2:42], predict the reaction product. The product is: [C:40]([OH:44])(=[O:43])[CH:41]=[CH2:42].[NH2:8][C:40]([O:44][CH2:45][CH3:46])=[O:43].